Task: Predict which catalyst facilitates the given reaction.. Dataset: Catalyst prediction with 721,799 reactions and 888 catalyst types from USPTO (1) Reactant: C[C:2]1[NH:3][C:4]2[C:9]([C:10]=1C(OCC1C=CC=CC=1)=O)=[CH:8][C:7](O)=[CH:6][CH:5]=2.C([O-])([O-])=O.[Cs+].[Cs+].[Br:28]CCCBr. Product: [Br-:28].[NH:3]1[C:4]2[C:9](=[CH:8][CH:7]=[CH:6][CH:5]=2)[CH:10]=[CH:2]1. The catalyst class is: 10. (2) Reactant: [Cl:1][C:2]1[CH:3]=[C:4]([OH:10])[C:5](=[CH:7][C:8]=1[Cl:9])[OH:6].C(=O)([O-])[O-].[K+].[K+].Br[CH:18]([CH2:24]Br)[C:19]([O:21][CH2:22][CH3:23])=[O:20]. Product: [Cl:1][C:2]1[C:8]([Cl:9])=[CH:7][C:5]2[O:6][CH:18]([C:19]([O:21][CH2:22][CH3:23])=[O:20])[CH2:24][O:10][C:4]=2[CH:3]=1. The catalyst class is: 21. (3) Reactant: [CH2:1]([N:8]1[CH2:12][CH2:11][C@@H:10]([NH:13][C:14]2[CH:19]=[CH:18][C:17](/[CH:20]=[CH:21]/[C:22]([NH:24][O:25]C3CCCCO3)=[O:23])=[CH:16][CH:15]=2)[CH2:9]1)[C:2]1[CH:7]=[CH:6][CH:5]=[CH:4][CH:3]=1.CO.[ClH:34].CC#N. Product: [ClH:34].[CH2:1]([N:8]1[CH2:12][CH2:11][C@@H:10]([NH:13][C:14]2[CH:15]=[CH:16][C:17](/[CH:20]=[CH:21]/[C:22]([NH:24][OH:25])=[O:23])=[CH:18][CH:19]=2)[CH2:9]1)[C:2]1[CH:7]=[CH:6][CH:5]=[CH:4][CH:3]=1. The catalyst class is: 5. (4) Reactant: C1(S([O-])(=O)=O)C=CC=CC=1.[CH3:11][N+:12]1[C:16]([C:17](=[O:20])[NH:18][CH3:19])=[C:15]([C:21](=[O:24])[NH:22][CH3:23])[N:14]([CH2:25][CH3:26])[CH:13]=1.[C:27]([OH:36])(=[O:35])[C:28]1[C:29](=[CH:31][CH:32]=[CH:33][CH:34]=1)[OH:30]. Product: [C:27]([O-:36])(=[O:35])[C:28]1[C:29](=[CH:31][CH:32]=[CH:33][CH:34]=1)[OH:30].[CH3:11][N+:12]1[C:16]([C:17](=[O:20])[NH:18][CH3:19])=[C:15]([C:21](=[O:24])[NH:22][CH3:23])[N:14]([CH2:25][CH3:26])[CH:13]=1. The catalyst class is: 6. (5) Reactant: [CH3:1][O:2][C:3]1[CH:12]=[CH:11][C:6]([O:7][CH2:8][CH:9]=O)=[CH:5][CH:4]=1.N1CCC[C@@H]1C(O)=O.ClN1C(=O)CCC1=O.[Br:29][C:30]1[CH:35]=[CH:34][C:33]([C:36]2[N:41]=[N:40][C:39]([NH2:42])=[N:38][CH:37]=2)=[CH:32][C:31]=1[F:43]. Product: [Br:29][C:30]1[CH:35]=[CH:34][C:33]([C:36]2[CH:37]=[N:38][C:39]3[N:40]([C:8]([O:7][C:6]4[CH:5]=[CH:4][C:3]([O:2][CH3:1])=[CH:12][CH:11]=4)=[CH:9][N:42]=3)[N:41]=2)=[CH:32][C:31]=1[F:43]. The catalyst class is: 22. (6) Reactant: C(N(CC)CC)C.[N:8]1([C:14](Cl)=[O:15])[CH2:13][CH2:12][O:11][CH2:10][CH2:9]1.C(O)(=O)C.[F:21][C:22]([F:39])([F:38])[C:23]1[CH:28]=[CH:27][C:26]([CH:29]2[CH2:34][NH:33][CH2:32][CH:31]([C:35]([NH2:37])=[O:36])[CH2:30]2)=[CH:25][CH:24]=1.O. Product: [N:8]1([C:14]([N:33]2[CH2:34][CH:29]([C:26]3[CH:25]=[CH:24][C:23]([C:22]([F:39])([F:38])[F:21])=[CH:28][CH:27]=3)[CH2:30][CH:31]([C:35]([NH2:37])=[O:36])[CH2:32]2)=[O:15])[CH2:13][CH2:12][O:11][CH2:10][CH2:9]1. The catalyst class is: 4. (7) Reactant: [F:1][C:2]1[CH:17]=[CH:16][C:15]([N+:18]([O-])=O)=[CH:14][C:3]=1[CH2:4][CH2:5][NH:6][C:7](=[O:13])[O:8][C:9]([CH3:12])([CH3:11])[CH3:10]. Product: [NH2:18][C:15]1[CH:16]=[CH:17][C:2]([F:1])=[C:3]([CH:14]=1)[CH2:4][CH2:5][NH:6][C:7](=[O:13])[O:8][C:9]([CH3:10])([CH3:11])[CH3:12]. The catalyst class is: 19. (8) Reactant: [C:1]([NH:4]/[C:5](=[CH:10]\[C:11]1[CH:16]=[CH:15][C:14]([NH2:17])=[C:13]([CH:18]([CH3:20])[CH3:19])[CH:12]=1)/[C:6]([O:8][CH3:9])=[O:7])(=[O:3])[CH3:2].[H][H]. Product: [C:1]([NH:4][C@H:5]([C:6]([O:8][CH3:9])=[O:7])[CH2:10][C:11]1[CH:16]=[CH:15][C:14]([NH2:17])=[C:13]([CH:18]([CH3:20])[CH3:19])[CH:12]=1)(=[O:3])[CH3:2]. The catalyst class is: 29.